Predict the reaction yield, written as a fraction of the theoretical maximum amount of product (1.0 means a 100% yield; for example, 0.34 means a 34% yield). From a dataset of Reaction yield outcomes from USPTO patents with 853,638 reactions. (1) The reactants are [CH3:1][O:2][C:3](=[O:15])[CH:4]=[CH:5][CH2:6]P(OCC)(OCC)=O.CC([O-])(C)C.[K+].[CH:22](=O)[CH2:23][CH2:24]/[CH:25]=[CH:26]\[CH3:27]. The catalyst is C1COCC1. The product is [CH3:1][O:2][C:3](=[O:15])/[CH:4]=[CH:5]/[CH:6]=[CH:27][CH2:26][CH2:25]/[CH:24]=[CH:23]\[CH3:22]. The yield is 0.330. (2) The reactants are [Cl:1][C:2]1[C:6]([NH:7][CH2:8][CH3:9])=[CH:5][N:4]([C:10]2[CH:11]=[N:12][CH:13]=[CH:14][CH:15]=2)[N:3]=1.N1C=CC=CC=1.[F:22][C:23]([F:33])([F:32])[CH2:24][CH2:25][S:26][CH2:27][CH2:28][C:29](Cl)=[O:30].O. The catalyst is C(Cl)Cl.CN(C)C1C=CN=CC=1. The product is [Cl:1][C:2]1[C:6]([N:7]([CH2:8][CH3:9])[C:29](=[O:30])[CH2:28][CH2:27][S:26][CH2:25][CH2:24][C:23]([F:33])([F:32])[F:22])=[CH:5][N:4]([C:10]2[CH:11]=[N:12][CH:13]=[CH:14][CH:15]=2)[N:3]=1. The yield is 0.890. (3) The reactants are [N:1]12[CH2:8][CH2:7][C:4]([C:9]([C:19]3[CH:24]=[CH:23][C:22]([O:25][CH3:26])=[CH:21][CH:20]=3)([C:11]3[CH:16]=[CH:15][C:14]([O:17][CH3:18])=[CH:13][CH:12]=3)[OH:10])([CH2:5][CH2:6]1)[CH2:3][CH2:2]2.[C:27]1([CH2:33][O:34][CH2:35][CH2:36][Br:37])[CH:32]=[CH:31][CH:30]=[CH:29][CH:28]=1. The catalyst is CC#N. The product is [Br-:37].[OH:10][C:9]([C:19]1[CH:20]=[CH:21][C:22]([O:25][CH3:26])=[CH:23][CH:24]=1)([C:11]1[CH:16]=[CH:15][C:14]([O:17][CH3:18])=[CH:13][CH:12]=1)[C:4]12[CH2:5][CH2:6][N+:1]([CH2:36][CH2:35][O:34][CH2:33][C:27]3[CH:32]=[CH:31][CH:30]=[CH:29][CH:28]=3)([CH2:2][CH2:3]1)[CH2:8][CH2:7]2. The yield is 0.467. (4) The reactants are [Cl:1][C:2]1[CH:3]=[C:4]([CH:25]=[CH:26][C:27]=1[O:28][CH3:29])[CH2:5][O:6][C:7]1[C:12]([C:13]([NH:15][CH2:16][C:17]2[N:22]=[CH:21][CH:20]=[CH:19][N:18]=2)=[O:14])=[CH:11][N:10]=[C:9]([S:23][CH3:24])[N:8]=1.C1C=C(Cl)C=C(C(OO)=[O:38])C=1. The catalyst is ClCCl. The product is [Cl:1][C:2]1[CH:3]=[C:4]([CH:25]=[CH:26][C:27]=1[O:28][CH3:29])[CH2:5][O:6][C:7]1[C:12]([C:13]([NH:15][CH2:16][C:17]2[N:18]=[CH:19][CH:20]=[CH:21][N:22]=2)=[O:14])=[CH:11][N:10]=[C:9]([S:23]([CH3:24])=[O:38])[N:8]=1. The yield is 0.970. (5) The reactants are [CH:1]([NH:4][C:5]1[CH:10]=[CH:9][CH:8]=[C:7]([CH3:11])[C:6]=1[CH2:12]O)([CH3:3])[CH3:2].[C:14](OCC)(=[O:21])[CH2:15][C:16]([O:18][CH2:19][CH3:20])=[O:17].N1CCCCC1. The catalyst is C1C=CC=CC=1.C(O)(=O)C1C=CC=CC=1. The product is [CH:1]([N:4]1[C:5]2[C:6](=[C:7]([CH3:11])[CH:8]=[CH:9][CH:10]=2)[CH:12]=[C:15]([C:16]([O:18][CH2:19][CH3:20])=[O:17])[C:14]1=[O:21])([CH3:2])[CH3:3]. The yield is 0.570.